This data is from Experimentally validated miRNA-target interactions with 360,000+ pairs, plus equal number of negative samples. The task is: Binary Classification. Given a miRNA mature sequence and a target amino acid sequence, predict their likelihood of interaction. (1) The miRNA is mmu-miR-141-3p with sequence UAACACUGUCUGGUAAAGAUGG. The protein sequence of the target gene is MGVSKLDILYRRLLLTKLFIRGWGRPEDLKRLFEFRKMIGNRERCQNLVSSDYPVHIDKVEEQSDCKILDGHFVSPMAHYVPGIMPIESVVARFQFIVPKEWNSRYRPVCIHLAGTGDHHYWRRRTLMARPMIKEARMASLLLENPYYGCRKPKDQVRSSLKNVSDLFVMGGALILESAALLHWLEREGYGPLGMTGISMGGHMASLAVSNWPKPMPLIPCLSWSTASGVFTTGVLSKSINWRELEKQYYTQTVYEEEIIHMLEYCGTDSFKMGHEFMNHLPSNADKLTNLNLVSRTLNL.... Result: 1 (interaction). (2) The miRNA is mmu-miR-8103 with sequence UCUCCUGUUCUCUGUUCUCCC. The protein sequence of the target gene is MMLSEQAQKWFPTHVQVTVLQAKDLKPKGKSGTNDTYTIIQLGKEKYSTSVAEKTLEPVWKEEASFELPGLLIQGSPEKYILFLIVMHRSLVGLDKFLGQVAINLNDIFEDKQRRKTEWFRLESKQGKRIKNRGEIKVNIQFMRNNMTASMFDLSMKDKTRSPFAKLKDKMKGRKNDGTFSDTSSAIIPSTHMPDANSEFSSGEIQMKSKPKKPFLLGPQRLSSAHSMSDLSGSHMSSEKLKAGTIGQTHLLGHQLDSFGTVPESGSLKSPHRRTLSFDTSKMNQPDSIVDEGELCFGRQ.... Result: 0 (no interaction).